The task is: Predict the reactants needed to synthesize the given product.. This data is from Retrosynthesis with 50K atom-mapped reactions and 10 reaction types from USPTO. (1) Given the product O=C(Cc1ccc2c(c1)sc1ncnc(Nc3ccc(OCc4ccccn4)c(Cl)c3)c12)N1CCOCC1, predict the reactants needed to synthesize it. The reactants are: C1COCCN1.O=C(O)Cc1ccc2c(c1)sc1ncnc(Nc3ccc(OCc4ccccn4)c(Cl)c3)c12. (2) Given the product Cc1cnc(N2CCN(C(=O)c3ccc(N4CCCC4=O)nn3)CC2)c(C)c1, predict the reactants needed to synthesize it. The reactants are: Cc1cnc(N2CCN(C(=O)c3ccc(Cl)nn3)CC2)c(C)c1.O=C1CCCN1. (3) Given the product CCOC(=O)C(CC)(NC=O)c1ccccc1, predict the reactants needed to synthesize it. The reactants are: CCOC(=O)C(N)(CC)c1ccccc1.O=CO.